This data is from Full USPTO retrosynthesis dataset with 1.9M reactions from patents (1976-2016). The task is: Predict the reactants needed to synthesize the given product. (1) Given the product [ClH:31].[ClH:31].[ClH:31].[NH2:7][C@@H:8]([C@H:9]([OH:11])[CH3:10])[C:12]([NH:13][C@@H:14]([C:16]1[N:21]=[CH:20][C:19]([C:22]2[CH:23]=[N:24][C:25]([CH3:28])=[CH:26][CH:27]=2)=[CH:18][CH:17]=1)[CH3:15])=[O:29], predict the reactants needed to synthesize it. The reactants are: C(OC(=O)[NH:7][C@H:8]([C:12](=[O:29])[NH:13][C@@H:14]([C:16]1[N:21]=[CH:20][C:19]([C:22]2[CH:23]=[N:24][C:25]([CH3:28])=[CH:26][CH:27]=2)=[CH:18][CH:17]=1)[CH3:15])[C@H:9]([OH:11])[CH3:10])(C)(C)C.[ClH:31].O1CCOCC1. (2) The reactants are: FC(F)(F)C(O)=O.[C:8]([C:10]1[CH:11]=[C:12]([C:20]2[S:24][C:23]([C:25]3[CH:26]=[C:27]4[C:32](=[CH:33][CH:34]=3)[CH2:31][N:30](C(OC(C)(C)C)=O)[CH2:29][CH2:28]4)=[N:22][N:21]=2)[CH:13]=[CH:14][C:15]=1[O:16][CH:17]([CH3:19])[CH3:18])#[N:9]. Given the product [CH3:19][CH:17]([O:16][C:15]1[CH:14]=[CH:13][C:12]([C:20]2[S:24][C:23]([C:25]3[CH:26]=[C:27]4[C:32](=[CH:33][CH:34]=3)[CH2:31][NH:30][CH2:29][CH2:28]4)=[N:22][N:21]=2)=[CH:11][C:10]=1[C:8]#[N:9])[CH3:18], predict the reactants needed to synthesize it. (3) The reactants are: [C:1]([Si:5]([CH3:36])([CH3:35])[O:6][CH2:7][CH2:8][NH:9][C:10]1[CH:15]=[CH:14][C:13]([NH:16][C:17]([C:19]2[S:23][C:22]([S:24][CH3:25])=[N:21][C:20]=2[NH:26][C:27]([C:29]2[S:30][C:31]([Cl:34])=[CH:32][CH:33]=2)=[O:28])=[O:18])=[CH:12][CH:11]=1)([CH3:4])([CH3:3])[CH3:2].[N:37]#[C:38]Br.C(=O)(O)[O-].[Na+]. Given the product [Si:5]([O:6][CH2:7][CH2:8][N:9]([C:38]#[N:37])[C:10]1[CH:15]=[CH:14][C:13]([NH:16][C:17]([C:19]2[S:23][C:22]([S:24][CH3:25])=[N:21][C:20]=2[NH:26][C:27]([C:29]2[S:30][C:31]([Cl:34])=[CH:32][CH:33]=2)=[O:28])=[O:18])=[CH:12][CH:11]=1)([C:1]([CH3:2])([CH3:4])[CH3:3])([CH3:36])[CH3:35], predict the reactants needed to synthesize it.